Dataset: Catalyst prediction with 721,799 reactions and 888 catalyst types from USPTO. Task: Predict which catalyst facilitates the given reaction. Reactant: C(OC(=O)C[N:6]1[C:11]2[CH2:12][S:13][CH2:14][C:10]=2[C:9](=[O:15])[N:8]=[C:7]1[CH2:16][CH2:17][C:18]1[CH:23]=[CH:22][CH:21]=[C:20]([F:24])[C:19]=1[F:25])C.[OH-].[Na+].Cl. Product: [F:25][C:19]1[C:20]([F:24])=[CH:21][CH:22]=[CH:23][C:18]=1[CH2:17][CH2:16][C:7]1[NH:6][C:11]2[CH2:12][S:13][CH2:14][C:10]=2[C:9](=[O:15])[N:8]=1. The catalyst class is: 38.